Dataset: Peptide-MHC class II binding affinity with 134,281 pairs from IEDB. Task: Regression. Given a peptide amino acid sequence and an MHC pseudo amino acid sequence, predict their binding affinity value. This is MHC class II binding data. (1) The peptide sequence is EKKYFAATQFEQLAA. The MHC is DRB1_1001 with pseudo-sequence DRB1_1001. The binding affinity (normalized) is 0.748. (2) The peptide sequence is EFIPMKSSWGAIWRI. The MHC is HLA-DPA10201-DPB10101 with pseudo-sequence HLA-DPA10201-DPB10101. The binding affinity (normalized) is 0.280. (3) The peptide sequence is GKNVVNVQTKPSLFK. The MHC is HLA-DQA10201-DQB10402 with pseudo-sequence HLA-DQA10201-DQB10402. The binding affinity (normalized) is 0.462. (4) The peptide sequence is TALKKAITAMSEAQK. The MHC is DRB1_1501 with pseudo-sequence DRB1_1501. The binding affinity (normalized) is 0.341. (5) The peptide sequence is PNYLALLVKYVDGDG. The MHC is HLA-DQA10101-DQB10501 with pseudo-sequence HLA-DQA10101-DQB10501. The binding affinity (normalized) is 0.397. (6) The peptide sequence is INLIIHYVDRPGALG. The MHC is DRB1_1302 with pseudo-sequence DRB1_1302. The binding affinity (normalized) is 0.750.